This data is from Reaction yield outcomes from USPTO patents with 853,638 reactions. The task is: Predict the reaction yield, written as a fraction of the theoretical maximum amount of product (1.0 means a 100% yield; for example, 0.34 means a 34% yield). (1) The reactants are Cl[C:2]1[C:7]([C:8]([O:10][CH2:11][CH3:12])=[O:9])=[CH:6][N:5]=[C:4]([S:13][CH3:14])[N:3]=1.[CH:15]([NH2:18])([CH3:17])[CH3:16].O. The catalyst is CC#N. The product is [CH:15]([NH:18][C:2]1[C:7]([C:8]([O:10][CH2:11][CH3:12])=[O:9])=[CH:6][N:5]=[C:4]([S:13][CH3:14])[N:3]=1)([CH3:17])[CH3:16]. The yield is 0.996. (2) The reactants are CN(C(ON1N=NC2C=CC=NC1=2)=[N+](C)C)C.F[P-](F)(F)(F)(F)F.CCN(C(C)C)C(C)C.[CH2:34]([O:41][N:42]1[C:48](=[O:49])[N:47]2[CH2:50][C@H:43]1[CH2:44][CH2:45][C@H:46]2[C:51]([OH:53])=O)[C:35]1[CH:40]=[CH:39][CH:38]=[CH:37][CH:36]=1.[NH:54]([C:56](=[O:70])[CH2:57][CH:58]1[CH2:61][CH:60]([NH:62][C:63](=[O:69])[O:64][C:65]([CH3:68])([CH3:67])[CH3:66])[CH2:59]1)[NH2:55]. The catalyst is CN(C=O)C. The product is [CH2:34]([O:41][N:42]1[C:48](=[O:49])[N:47]2[CH2:50][C@H:43]1[CH2:44][CH2:45][C@H:46]2[C:51]([NH:55][NH:54][C:56](=[O:70])[CH2:57][CH:58]1[CH2:61][CH:60]([NH:62][C:63](=[O:69])[O:64][C:65]([CH3:66])([CH3:67])[CH3:68])[CH2:59]1)=[O:53])[C:35]1[CH:36]=[CH:37][CH:38]=[CH:39][CH:40]=1. The yield is 0.880.